From a dataset of Full USPTO retrosynthesis dataset with 1.9M reactions from patents (1976-2016). Predict the reactants needed to synthesize the given product. (1) Given the product [C:2]([O:28][C:25]([N:5]1[CH2:6][CH2:7][C:2]([C:8](=[O:9])[NH2:10])([NH:1][CH2:16][C:15]2[CH:18]=[CH:19][C:12]([CH3:11])=[C:13]([N+:20]([O-:22])=[O:21])[CH:14]=2)[CH2:3][CH2:4]1)=[O:27])([CH3:8])([CH3:7])[CH3:3], predict the reactants needed to synthesize it. The reactants are: [NH2:1][C:2]1([C:8]([NH2:10])=[O:9])[CH2:7][CH2:6][NH:5][CH2:4][CH2:3]1.[CH3:11][C:12]1[CH:19]=[CH:18][C:15]([CH:16]=O)=[CH:14][C:13]=1[N+:20]([O-:22])=[O:21].[BH4-].[Na+].[C:25]([OH:28])(=[O:27])C. (2) Given the product [O:34]=[S:12]1(=[O:11])[C:17]2[CH:18]=[C:19]([O:22][C:23]3[CH:24]=[C:25]([C:26](=[N:9][OH:10])[NH2:27])[CH:28]=[CH:29][CH:30]=3)[CH:20]=[CH:21][C:16]=2[N:15]2[CH2:31][CH2:32][CH2:33][C:14]2=[N:13]1, predict the reactants needed to synthesize it. The reactants are: C(N(CC)CC)C.Cl.[NH2:9][OH:10].[O:11]=[S:12]1(=[O:34])[C:17]2[CH:18]=[C:19]([O:22][C:23]3[CH:24]=[C:25]([CH:28]=[CH:29][CH:30]=3)[C:26]#[N:27])[CH:20]=[CH:21][C:16]=2[N:15]2[CH2:31][CH2:32][CH2:33][C:14]2=[N:13]1. (3) Given the product [C:1]([O:5][C:6]([N:8]1[CH2:13][C@H:12]([CH2:14][N:15]2[CH2:19][CH:18]([CH3:20])[CH2:17][C:16]2=[O:21])[NH:11][CH2:10][C@H:9]1[CH3:29])=[O:7])([CH3:4])([CH3:2])[CH3:3], predict the reactants needed to synthesize it. The reactants are: [C:1]([O:5][C:6]([N:8]1[CH2:13][C@H:12]([CH2:14][N:15]2[CH2:19][CH:18]([CH3:20])[CH2:17][C:16]2=[O:21])[N:11](CC2C=CC=CC=2)[CH2:10][C@H:9]1[CH3:29])=[O:7])([CH3:4])([CH3:3])[CH3:2].C(O)(=O)C.